Dataset: Reaction yield outcomes from USPTO patents with 853,638 reactions. Task: Predict the reaction yield, written as a fraction of the theoretical maximum amount of product (1.0 means a 100% yield; for example, 0.34 means a 34% yield). (1) The reactants are [Cl:1][C:2]1[CH:7]=[CH:6][C:5]([C:8]2[C:12]3[CH2:13][N:14]([C:17](=[O:19])[CH3:18])[CH2:15][CH2:16][C:11]=3[N:10]([CH2:20][CH:21]3[CH2:23][O:22]3)[N:9]=2)=[CH:4][C:3]=1[N+:24]([O-])=O.[O-]S(C(F)(F)F)(=O)=O.[Yb+3].[O-]S(C(F)(F)F)(=O)=O.[O-]S(C(F)(F)F)(=O)=O.[CH3:52][C:53]1[CH:58]=[CH:57][CH:56]=[CH:55][C:54]=1[N:59]1[CH2:64][CH2:63][NH:62][CH2:61][CH2:60]1. The catalyst is ClCCl.O. The product is [NH2:24][C:3]1[CH:4]=[C:5]([C:8]2[C:12]3[CH2:13][N:14]([C:17](=[O:19])[CH3:18])[CH2:15][CH2:16][C:11]=3[N:10]([CH2:20][CH:21]([OH:22])[CH2:23][N:62]3[CH2:63][CH2:64][N:59]([C:54]4[CH:55]=[CH:56][CH:57]=[CH:58][C:53]=4[CH3:52])[CH2:60][CH2:61]3)[N:9]=2)[CH:6]=[CH:7][C:2]=1[Cl:1]. The yield is 0.900. (2) The reactants are [NH2:1][C:2]1[C:7]([CH3:8])=[C:6]([O:9][CH3:10])[CH:5]=[CH:4][C:3]=1[C:11]([CH3:13])=[O:12].[CH:14]([C:17]1[N:18]=[C:19]([C:22](Cl)=[O:23])[S:20][CH:21]=1)([CH3:16])[CH3:15]. The catalyst is O1CCOCC1. The product is [CH:14]([C:17]1[N:18]=[C:19]([C:22]([NH:1][C:2]2[C:7]([CH3:8])=[C:6]([O:9][CH3:10])[CH:5]=[CH:4][C:3]=2[C:11](=[O:12])[CH3:13])=[O:23])[S:20][CH:21]=1)([CH3:16])[CH3:15]. The yield is 0.900. (3) The reactants are [NH2:1][C:2]1[CH:7]=[CH:6][C:5]([C:8]2[NH:13][C:12](=[O:14])[NH:11][CH:10]([C:15]3[CH:20]=[C:19]([N+:21]([O-:23])=[O:22])[C:18]([OH:24])=[C:17]([O:25][CH2:26][CH3:27])[CH:16]=3)[C:9]=2[C:28]2[CH:33]=[CH:32][CH:31]=[CH:30][CH:29]=2)=[CH:4][CH:3]=1.[CH3:34][C:35](OC(C)=O)=[O:36]. The catalyst is C(Cl)Cl. The product is [CH2:26]([O:25][C:17]1[CH:16]=[C:15]([CH:10]2[NH:11][C:12](=[O:14])[NH:13][C:8]([C:5]3[CH:6]=[CH:7][C:2]([NH:1][C:35](=[O:36])[CH3:34])=[CH:3][CH:4]=3)=[C:9]2[C:28]2[CH:29]=[CH:30][CH:31]=[CH:32][CH:33]=2)[CH:20]=[C:19]([N+:21]([O-:23])=[O:22])[C:18]=1[OH:24])[CH3:27]. The yield is 0.340. (4) The reactants are [C:1]([C:5]1[C:13]2[C:8](=[CH:9][CH:10]=[C:11]([N+:14]([O-])=O)[CH:12]=2)[NH:7][CH:6]=1)([CH3:4])([CH3:3])[CH3:2]. The catalyst is CO.[Ni]. The product is [C:1]([C:5]1[C:13]2[C:8](=[CH:9][CH:10]=[C:11]([NH2:14])[CH:12]=2)[NH:7][CH:6]=1)([CH3:4])([CH3:2])[CH3:3]. The yield is 0.190. (5) The reactants are [C:1]([C:3]1[C:11]2[C:6](=[CH:7][C:8](C(O)=O)=[CH:9][CH:10]=2)[N:5]([CH2:15][CH3:16])[CH:4]=1)#[N:2].CC[N:19]([CH2:22]C)CC.C1(P(N=[N+]=[N-])(C2C=CC=CC=2)=[O:31])C=CC=CC=1.[C:41]([OH:45])([CH3:44])([CH3:43])[CH3:42]. The catalyst is CCOC(C)=O. The product is [C:1]([C:3]1[C:11]2[C:6](=[CH:7][C:8]([NH:19][C:22](=[O:31])[O:45][C:41]([CH3:44])([CH3:43])[CH3:42])=[CH:9][CH:10]=2)[N:5]([CH2:15][CH3:16])[CH:4]=1)#[N:2]. The yield is 0.650. (6) The reactants are [CH:1]1([CH2:6][CH:7]([N:11]2[C:16](=[O:17])[CH:15]=[C:14]([O:18][C:19]3[CH:20]=[N:21][CH:22]=[CH:23][CH:24]=3)[CH:13]=[N:12]2)[C:8]([OH:10])=O)[CH2:5][CH2:4][CH2:3][CH2:2]1.[NH2:25][C:26]1[CH:30]=[CH:29][N:28]([CH2:31][C:32]([CH3:35])([OH:34])[CH3:33])[N:27]=1. No catalyst specified. The product is [CH:1]1([CH2:6][CH:7]([N:11]2[C:16](=[O:17])[CH:15]=[C:14]([O:18][C:19]3[CH:20]=[N:21][CH:22]=[CH:23][CH:24]=3)[CH:13]=[N:12]2)[C:8]([NH:25][C:26]2[CH:30]=[CH:29][N:28]([CH2:31][C:32]([OH:34])([CH3:33])[CH3:35])[N:27]=2)=[O:10])[CH2:2][CH2:3][CH2:4][CH2:5]1. The yield is 0.530. (7) The reactants are [Cl:1][C:2]1[CH:3]=[C:4]([S:8]([N:11]2[C:15]([C:16]3[CH:21]=[CH:20][CH:19]=[CH:18][C:17]=3[F:22])=[C:14]3[CH2:23][N:24](C(OC(C)(C)C)=O)[CH:25]([NH:26][CH3:27])[C:13]3=[CH:12]2)(=[O:10])=[O:9])[CH:5]=[CH:6][CH:7]=1.Cl.CO. No catalyst specified. The product is [ClH:1].[Cl:1][C:2]1[CH:3]=[C:4]([S:8]([N:11]2[C:15]([C:16]3[CH:21]=[CH:20][CH:19]=[CH:18][C:17]=3[F:22])=[C:14]3[CH2:23][NH:24][CH:25]([NH:26][CH3:27])[C:13]3=[CH:12]2)(=[O:10])=[O:9])[CH:5]=[CH:6][CH:7]=1. The yield is 0.717. (8) The reactants are [NH2:1][C:2]1[CH:3]=[C:4]([CH:7]=[CH:8][CH:9]=1)[CH2:5][NH2:6].Cl[C:11]([O:13][CH2:14][C:15]1[CH:20]=[CH:19][CH:18]=[CH:17][CH:16]=1)=[O:12]. The catalyst is C1COCC1. The product is [CH2:14]([O:13][C:11](=[O:12])[NH:6][CH2:5][C:4]1[CH:7]=[CH:8][CH:9]=[C:2]([NH2:1])[CH:3]=1)[C:15]1[CH:20]=[CH:19][CH:18]=[CH:17][CH:16]=1. The yield is 0.710. (9) The reactants are C(OC([N:8]1[CH2:13][CH2:12][N:11]([CH2:14][C:15](=[O:23])[C:16]2[CH:21]=[CH:20][C:19]([CH3:22])=[CH:18][CH:17]=2)[CH2:10][CH2:9]1)=O)(C)(C)C.[ClH:24]. The catalyst is O1CCOCC1. The product is [ClH:24].[ClH:24].[N:11]1([CH2:14][C:15]([C:16]2[CH:21]=[CH:20][C:19]([CH3:22])=[CH:18][CH:17]=2)=[O:23])[CH2:12][CH2:13][NH:8][CH2:9][CH2:10]1. The yield is 0.880. (10) The reactants are C(NC(C)C)(C)C.[Li]CCCC.[CH3:13][O:14][C:15]1[CH:20]=[CH:19][CH:18]=[CH:17][N:16]=1.[B:21](OC(C)C)([O:26]C(C)C)[O:22]C(C)C. The catalyst is C1COCC1.O. The product is [CH3:13][O:14][C:15]1[C:20]([B:21]([OH:26])[OH:22])=[CH:19][CH:18]=[CH:17][N:16]=1. The yield is 0.400.